This data is from Catalyst prediction with 721,799 reactions and 888 catalyst types from USPTO. The task is: Predict which catalyst facilitates the given reaction. (1) Reactant: Cl[C:2](Cl)([O:4]C(=O)OC(Cl)(Cl)Cl)Cl.C(N(CC)CC)C.[Cl:20][C:21]1[N:26]=[C:25]([NH:27][CH:28]2[CH2:33][CH2:32][O:31][CH2:30][CH2:29]2)[C:24]([NH:34][CH2:35][C:36]2[CH:41]=[CH:40][C:39]([O:42][CH3:43])=[CH:38][C:37]=2[O:44][CH3:45])=[CH:23][N:22]=1.C(=O)([O-])O.[Na+]. Product: [Cl:20][C:21]1[N:26]=[C:25]2[C:24]([N:34]([CH2:35][C:36]3[CH:41]=[CH:40][C:39]([O:42][CH3:43])=[CH:38][C:37]=3[O:44][CH3:45])[C:2](=[O:4])[N:27]2[CH:28]2[CH2:33][CH2:32][O:31][CH2:30][CH2:29]2)=[CH:23][N:22]=1. The catalyst class is: 217. (2) Reactant: [OH:1][CH:2]([C:9]1[CH:10]=[C:11]([N:15]([CH2:21][C:22]2[CH:23]=[N:24][CH:25]=[CH:26][CH:27]=2)[S:16]([CH2:19][CH3:20])(=[O:18])=[O:17])[CH:12]=[CH:13][CH:14]=1)[C:3]1[CH:8]=[CH:7][CH:6]=[CH:5][CH:4]=1. Product: [C:2]([C:9]1[CH:10]=[C:11]([N:15]([CH2:21][C:22]2[CH:23]=[N:24][CH:25]=[CH:26][CH:27]=2)[S:16]([CH2:19][CH3:20])(=[O:18])=[O:17])[CH:12]=[CH:13][CH:14]=1)(=[O:1])[C:3]1[CH:4]=[CH:5][CH:6]=[CH:7][CH:8]=1. The catalyst class is: 177. (3) Reactant: [C:1]([O:5][C:6]([N:8]1[CH2:14][CH2:13][C:12]2[C:15]([C:20]3[NH:21][N:22]=[N:23][C:24]=3[C:25]3[CH:30]=[CH:29][CH:28]=[CH:27][CH:26]=3)=[C:16]([Cl:19])[CH:17]=[CH:18][C:11]=2[CH2:10][CH2:9]1)=[O:7])([CH3:4])([CH3:3])[CH3:2].[C:31](=O)([O-])[O-].[K+].[K+].IC. Product: [C:1]([O:5][C:6]([N:8]1[CH2:14][CH2:13][C:12]2[C:15]([C:20]3[C:24]([C:25]4[CH:30]=[CH:29][CH:28]=[CH:27][CH:26]=4)=[N:23][N:22]([CH3:31])[N:21]=3)=[C:16]([Cl:19])[CH:17]=[CH:18][C:11]=2[CH2:10][CH2:9]1)=[O:7])([CH3:4])([CH3:2])[CH3:3]. The catalyst class is: 21. (4) Reactant: [CH3:1][S:2](Cl)(=[O:4])=[O:3].[C:6]([C:10]1[CH:14]=[C:13]([NH:15][C:16]([NH:18][C@@H:19]2[C:28]3[C:23](=[CH:24][CH:25]=[CH:26][CH:27]=3)[C@H:22]([O:29][C:30]3[CH:31]=[CH:32][C:33]4[N:34]([C:36]([N:39]5[C@H:44]([CH3:45])[CH2:43][CH2:42][CH2:41][C@@H:40]5[CH3:46])=[N:37][N:38]=4)[CH:35]=3)[CH2:21][CH2:20]2)=[O:17])[N:12]([C:47]2[CH:51]=[CH:50][N:49]([CH2:52][CH2:53][OH:54])[N:48]=2)[N:11]=1)([CH3:9])([CH3:8])[CH3:7].CCN(C(C)C)C(C)C. Product: [C:6]([C:10]1[CH:14]=[C:13]([NH:15][C:16]([NH:18][C@@H:19]2[C:28]3[C:23](=[CH:24][CH:25]=[CH:26][CH:27]=3)[C@H:22]([O:29][C:30]3[CH:31]=[CH:32][C:33]4[N:34]([C:36]([N:39]5[C@H:44]([CH3:45])[CH2:43][CH2:42][CH2:41][C@@H:40]5[CH3:46])=[N:37][N:38]=4)[CH:35]=3)[CH2:21][CH2:20]2)=[O:17])[N:12]([C:47]2[CH:51]=[CH:50][N:49]([CH2:52][CH2:53][O:54][S:2]([CH3:1])(=[O:4])=[O:3])[N:48]=2)[N:11]=1)([CH3:8])([CH3:9])[CH3:7]. The catalyst class is: 2. (5) Reactant: C([O:3][P:4]([CH2:9][CH2:10][N:11]([S:37]([CH3:40])(=[O:39])=[O:38])[CH2:12][C:13]([CH3:36])=[CH:14][CH2:15][C:16]1[C:17]([O:29]CC[Si](C)(C)C)=[C:18]2[C:22](=[C:23]([CH3:27])[C:24]=1[O:25][CH3:26])[CH2:21][O:20][C:19]2=[O:28])(=[O:8])[O:5]CC)C.C[Si](Br)(C)C.N1C(C)=CC=CC=1C.Cl. Product: [OH:29][C:17]1[C:16]([CH2:15][CH:14]=[C:13]([CH3:36])[CH2:12][N:11]([S:37]([CH3:40])(=[O:38])=[O:39])[CH2:10][CH2:9][P:4](=[O:3])([OH:8])[OH:5])=[C:24]([O:25][CH3:26])[C:23]([CH3:27])=[C:22]2[C:18]=1[C:19](=[O:28])[O:20][CH2:21]2. The catalyst class is: 290. (6) Reactant: Cl[C:2]1[C:11]2[C:6](=[CH:7][CH:8]=[CH:9][C:10]=2[C:12]2[CH:17]=[CH:16][CH:15]=[CH:14][CH:13]=2)[CH:5]=[C:4]([Cl:18])[N:3]=1.[NH2:19][CH2:20][C:21]1[CH:26]=[CH:25][CH:24]=[CH:23][N:22]=1.CCN(C(C)C)C(C)C. Product: [Cl:18][C:4]1[N:3]=[C:2]([NH:19][CH2:20][C:21]2[CH:26]=[CH:25][CH:24]=[CH:23][N:22]=2)[C:11]2[C:6]([CH:5]=1)=[CH:7][CH:8]=[CH:9][C:10]=2[C:12]1[CH:17]=[CH:16][CH:15]=[CH:14][CH:13]=1. The catalyst class is: 18. (7) Reactant: [NH2:1][CH:2]([NH:7][C:8](=[O:16])[C:9]1[CH:14]=[CH:13][C:12]([CH3:15])=[CH:11][CH:10]=1)[C:3]([Cl:6])([Cl:5])[Cl:4].[C:17]1([N:23]=[C:24]=[O:25])[CH:22]=[CH:21][CH:20]=[CH:19][CH:18]=1.C(N(CC)CC)C. Product: [NH:23]([C:24]([NH:1][CH:2]([NH:7][C:8](=[O:16])[C:9]1[CH:14]=[CH:13][C:12]([CH3:15])=[CH:11][CH:10]=1)[C:3]([Cl:6])([Cl:4])[Cl:5])=[O:25])[C:17]1[CH:22]=[CH:21][CH:20]=[CH:19][CH:18]=1. The catalyst class is: 56.